This data is from Forward reaction prediction with 1.9M reactions from USPTO patents (1976-2016). The task is: Predict the product of the given reaction. (1) Given the reactants [CH2:1]([N:7]1[C:11](=[O:12])[N:10]([CH2:13][C:14]2[CH:19]=[CH:18][C:17]([CH3:20])=[CH:16][CH:15]=2)[N:9]=[C:8]1[CH2:21][OH:22])[CH2:2][CH2:3][CH2:4][CH2:5][CH3:6].C([O:27][C:28](=[O:43])[C:29]([CH3:42])([O:31][C:32]1[CH:37]=[CH:36][C:35]([CH2:38][C:39](O)=[O:40])=[CH:34][CH:33]=1)[CH3:30])(C)(C)C.C(Cl)CCl, predict the reaction product. The product is: [CH2:1]([N:7]1[C:11](=[O:12])[N:10]([CH2:13][C:14]2[CH:15]=[CH:16][C:17]([CH3:20])=[CH:18][CH:19]=2)[N:9]=[C:8]1[CH2:21][O:22][C:39](=[O:40])[CH2:38][C:35]1[CH:34]=[CH:33][C:32]([O:31][C:29]([CH3:42])([CH3:30])[C:28]([OH:43])=[O:27])=[CH:37][CH:36]=1)[CH2:2][CH2:3][CH2:4][CH2:5][CH3:6]. (2) Given the reactants [N:1]([CH:4]([CH3:28])[CH2:5][O:6][CH:7]1[CH2:27][C:11]2[N:12]=[C:13]([C:15]3[CH:20]=[CH:19][C:18]([O:21][CH2:22][CH:23]4[CH2:25][CH2:24]4)=[C:17]([F:26])[CH:16]=3)[O:14][C:10]=2[CH2:9][CH2:8]1)=[N+]=[N-].C1C[O:32][CH2:31][CH2:30]1, predict the reaction product. The product is: [CH:23]1([CH2:22][O:21][C:18]2[CH:19]=[CH:20][C:15]([C:13]3[O:14][C:10]4[CH2:9][CH2:8][CH:7]([O:6][CH2:5][CH:4]([NH:1][C:31](=[O:32])[CH3:30])[CH3:28])[CH2:27][C:11]=4[N:12]=3)=[CH:16][C:17]=2[F:26])[CH2:25][CH2:24]1. (3) Given the reactants [C:1]1([CH:7]([CH3:10])[CH:8]=[O:9])[CH:6]=[CH:5][CH:4]=[CH:3][CH:2]=1.[CH2:11](O)[CH:12]=[CH2:13].C1(C)C=CC(S(O)(=O)=O)=CC=1.C([O-])(O)=O.[Na+], predict the reaction product. The product is: [CH3:10][C:7]([C:1]1[CH:6]=[CH:5][CH:4]=[CH:3][CH:2]=1)([CH2:13][CH:12]=[CH2:11])[CH:8]=[O:9]. (4) Given the reactants Cl[CH2:2][C:3]1[N:4]=[N:5][C:6]([C:9]2[C:10]([Cl:15])=[N:11][CH:12]=[CH:13][CH:14]=2)=[CH:7][CH:8]=1.[N-:16]=[N+:17]=[N-:18].[Na+], predict the reaction product. The product is: [N:16]([CH2:2][C:3]1[N:4]=[N:5][C:6]([C:9]2[C:10]([Cl:15])=[N:11][CH:12]=[CH:13][CH:14]=2)=[CH:7][CH:8]=1)=[N+:17]=[N-:18]. (5) Given the reactants [F:1][C:2]1[CH:3]=[C:4](I)[CH:5]=[C:6]2[C:10]=1[N:9]([CH:11]1[CH2:16][CH2:15][N:14]([C:17]([O:19][C:20]([CH3:23])([CH3:22])[CH3:21])=[O:18])[CH2:13][CH2:12]1)[CH2:8][CH2:7]2.[C:25]1([S:31]([O-:33])=[O:32])[CH:30]=[CH:29][CH:28]=[CH:27][CH:26]=1.[Na+], predict the reaction product. The product is: [F:1][C:2]1[CH:3]=[C:4]([S:31]([C:25]2[CH:30]=[CH:29][CH:28]=[CH:27][CH:26]=2)(=[O:33])=[O:32])[CH:5]=[C:6]2[C:10]=1[N:9]([CH:11]1[CH2:16][CH2:15][N:14]([C:17]([O:19][C:20]([CH3:23])([CH3:22])[CH3:21])=[O:18])[CH2:13][CH2:12]1)[CH2:8][CH2:7]2.